Dataset: Full USPTO retrosynthesis dataset with 1.9M reactions from patents (1976-2016). Task: Predict the reactants needed to synthesize the given product. (1) Given the product [N:34]1([C:40]2[N:41]=[C:42]([CH2:47][C:48]([NH:33][C:28]3[CH:29]=[CH:30][CH:31]=[CH:32][C:27]=3[O:26][CH2:25][C:21]3[CH:20]=[N:19][CH:24]=[CH:23][CH:22]=3)=[O:49])[NH:43][C:44](=[O:46])[CH:45]=2)[CH2:35][CH2:36][O:37][CH2:38][CH2:39]1, predict the reactants needed to synthesize it. The reactants are: N1C=CC=CC=1.Cl.CN(C)CCCN=C=NCC.[N:19]1[CH:24]=[CH:23][CH:22]=[C:21]([CH2:25][O:26][C:27]2[CH:32]=[CH:31][CH:30]=[CH:29][C:28]=2[NH2:33])[CH:20]=1.[N:34]1([C:40]2[N:41]=[C:42]([CH2:47][C:48]([O-])=[O:49])[NH:43][C:44](=[O:46])[CH:45]=2)[CH2:39][CH2:38][O:37][CH2:36][CH2:35]1.[Na+]. (2) Given the product [CH2:1]([N:8]1[CH:13]=[CH:12][CH:11]=[C:10]([C:14]([NH:16][C@@H:17]([CH2:22][CH2:23][CH2:24][CH2:25][NH:26][C:27]([NH:29][S:30]([C:33]2[C:34]([CH3:47])=[C:35]3[C:40](=[C:41]([CH3:44])[C:42]=2[CH3:43])[O:39][C:38]([CH3:45])([CH3:46])[CH2:37][CH2:36]3)(=[O:31])=[O:32])=[NH:28])[C:18]([OH:20])=[O:19])=[O:15])[C:9]1=[O:48])[C:2]1[CH:3]=[CH:4][CH:5]=[CH:6][CH:7]=1, predict the reactants needed to synthesize it. The reactants are: [CH2:1]([N:8]1[CH:13]=[CH:12][CH:11]=[C:10]([C:14]([NH:16][C@@H:17]([CH2:22][CH2:23][CH2:24][CH2:25][NH:26][C:27]([NH:29][S:30]([C:33]2[C:34]([CH3:47])=[C:35]3[C:40](=[C:41]([CH3:44])[C:42]=2[CH3:43])[O:39][C:38]([CH3:46])([CH3:45])[CH2:37][CH2:36]3)(=[O:32])=[O:31])=[NH:28])[C:18]([O:20]C)=[O:19])=[O:15])[C:9]1=[O:48])[C:2]1[CH:7]=[CH:6][CH:5]=[CH:4][CH:3]=1.[OH-].[Na+].